Task: Predict which catalyst facilitates the given reaction.. Dataset: Catalyst prediction with 721,799 reactions and 888 catalyst types from USPTO (1) Reactant: [Br:1][C:2]1[CH:3]=[N:4][CH:5]=[CH:6][C:7]=1/[CH:8]=[C:9]1/[C:10](=[O:19])[C:11]2[C:16]([CH2:17]/1)=[CH:15][C:14]([Cl:18])=[CH:13][CH:12]=2. Product: [Br:1][C:2]1[CH:3]=[N:4][CH:5]=[CH:6][C:7]=1[CH2:8][CH:9]1[CH2:17][C:16]2[C:11](=[CH:12][CH:13]=[C:14]([Cl:18])[CH:15]=2)[C:10]1=[O:19]. The catalyst class is: 553. (2) Reactant: Cl[C:2]1[N:7]=[C:6]([O:8][CH3:9])[N:5]=[C:4]([NH:10][N:11]=[C:12]([C:14]2[CH:19]=[CH:18][C:17]([N:20]([CH3:22])[CH3:21])=[CH:16][CH:15]=2)[CH3:13])[CH:3]=1.[C:23]1(B(O)O)[CH:28]=[CH:27][CH:26]=[CH:25][CH:24]=1.[Cl-].CC1C=C(C)C=C(C)C=1[N+]1C=CN(C2C(C)=CC(C)=CC=2C)C=1.C(=O)([O-])[O-].[Cs+].[Cs+]. Product: [CH3:9][O:8][C:6]1[N:5]=[C:4]([NH:10][N:11]=[C:12]([C:14]2[CH:19]=[CH:18][C:17]([N:20]([CH3:22])[CH3:21])=[CH:16][CH:15]=2)[CH3:13])[CH:3]=[C:2]([C:23]2[CH:28]=[CH:27][CH:26]=[CH:25][CH:24]=2)[N:7]=1. The catalyst class is: 62. (3) Reactant: C(OC([N:11]1[CH2:15][CH2:14][CH2:13][C@H:12]1[C:16]([OH:19])([CH3:18])[CH3:17])=O)C1C=CC=CC=1.Cl. Product: [NH:11]1[CH2:15][CH2:14][CH2:13][C@H:12]1[C:16]([OH:19])([CH3:18])[CH3:17]. The catalyst class is: 50. (4) Reactant: Cl[C:2]1[C:11]([N:12]([CH:14]([CH3:16])[CH3:15])[CH3:13])=[N:10][C:9]2[C:4](=[CH:5][CH:6]=[C:7]([C:17]([O:19][CH3:20])=[O:18])[CH:8]=2)[N:3]=1.[N:21]1[CH:26]=[CH:25][C:24](B(O)O)=[CH:23][CH:22]=1.[O-]P([O-])([O-])=O.[K+].[K+].[K+]. Product: [CH:14]([N:12]([CH3:13])[C:11]1[C:2]([C:24]2[CH:25]=[CH:26][N:21]=[CH:22][CH:23]=2)=[N:3][C:4]2[C:9]([N:10]=1)=[CH:8][C:7]([C:17]([O:19][CH3:20])=[O:18])=[CH:6][CH:5]=2)([CH3:16])[CH3:15]. The catalyst class is: 203.